The task is: Regression. Given two drug SMILES strings and cell line genomic features, predict the synergy score measuring deviation from expected non-interaction effect.. This data is from NCI-60 drug combinations with 297,098 pairs across 59 cell lines. (1) Drug 1: C1=CC(=CC=C1CCCC(=O)O)N(CCCl)CCCl. Drug 2: C1=NC2=C(N=C(N=C2N1C3C(C(C(O3)CO)O)F)Cl)N. Cell line: A498. Synergy scores: CSS=30.8, Synergy_ZIP=-12.9, Synergy_Bliss=-6.46, Synergy_Loewe=-7.14, Synergy_HSA=-3.95. (2) Drug 1: CNC(=O)C1=CC=CC=C1SC2=CC3=C(C=C2)C(=NN3)C=CC4=CC=CC=N4. Drug 2: CC1=C(N=C(N=C1N)C(CC(=O)N)NCC(C(=O)N)N)C(=O)NC(C(C2=CN=CN2)OC3C(C(C(C(O3)CO)O)O)OC4C(C(C(C(O4)CO)O)OC(=O)N)O)C(=O)NC(C)C(C(C)C(=O)NC(C(C)O)C(=O)NCCC5=NC(=CS5)C6=NC(=CS6)C(=O)NCCC[S+](C)C)O. Cell line: RPMI-8226. Synergy scores: CSS=-9.69, Synergy_ZIP=2.27, Synergy_Bliss=-5.62, Synergy_Loewe=-13.9, Synergy_HSA=-11.3. (3) Drug 1: CC1=C(C=C(C=C1)NC2=NC=CC(=N2)N(C)C3=CC4=NN(C(=C4C=C3)C)C)S(=O)(=O)N.Cl. Drug 2: CC1=CC2C(CCC3(C2CCC3(C(=O)C)OC(=O)C)C)C4(C1=CC(=O)CC4)C. Cell line: CAKI-1. Synergy scores: CSS=36.8, Synergy_ZIP=11.7, Synergy_Bliss=13.2, Synergy_Loewe=0.477, Synergy_HSA=9.62. (4) Drug 1: C1CC(C1)(C(=O)O)C(=O)O.[NH2-].[NH2-].[Pt+2]. Drug 2: CC1CCCC2(C(O2)CC(NC(=O)CC(C(C(=O)C(C1O)C)(C)C)O)C(=CC3=CSC(=N3)C)C)C. Cell line: TK-10. Synergy scores: CSS=34.8, Synergy_ZIP=-1.27, Synergy_Bliss=-1.36, Synergy_Loewe=-9.98, Synergy_HSA=0.442. (5) Drug 1: C1CN1C2=NC(=NC(=N2)N3CC3)N4CC4. Drug 2: CCC1(C2=C(COC1=O)C(=O)N3CC4=CC5=C(C=CC(=C5CN(C)C)O)N=C4C3=C2)O.Cl. Cell line: TK-10. Synergy scores: CSS=33.2, Synergy_ZIP=-6.57, Synergy_Bliss=-5.22, Synergy_Loewe=-0.231, Synergy_HSA=0.840. (6) Drug 1: CC1CCC2CC(C(=CC=CC=CC(CC(C(=O)C(C(C(=CC(C(=O)CC(OC(=O)C3CCCCN3C(=O)C(=O)C1(O2)O)C(C)CC4CCC(C(C4)OC)O)C)C)O)OC)C)C)C)OC. Drug 2: C1C(C(OC1N2C=NC(=NC2=O)N)CO)O. Cell line: OVCAR-8. Synergy scores: CSS=28.4, Synergy_ZIP=-7.92, Synergy_Bliss=-2.95, Synergy_Loewe=-0.761, Synergy_HSA=-0.308. (7) Drug 2: CS(=O)(=O)OCCCCOS(=O)(=O)C. Cell line: PC-3. Drug 1: CC12CCC(CC1=CCC3C2CCC4(C3CC=C4C5=CN=CC=C5)C)O. Synergy scores: CSS=13.0, Synergy_ZIP=-2.55, Synergy_Bliss=-1.33, Synergy_Loewe=-1.54, Synergy_HSA=-0.251.